Regression. Given two drug SMILES strings and cell line genomic features, predict the synergy score measuring deviation from expected non-interaction effect. From a dataset of NCI-60 drug combinations with 297,098 pairs across 59 cell lines. (1) Synergy scores: CSS=20.3, Synergy_ZIP=-7.76, Synergy_Bliss=-4.77, Synergy_Loewe=-1.63, Synergy_HSA=-0.727. Drug 1: C1=C(C(=O)NC(=O)N1)N(CCCl)CCCl. Cell line: RXF 393. Drug 2: C1=CN(C(=O)N=C1N)C2C(C(C(O2)CO)O)O.Cl. (2) Drug 1: CNC(=O)C1=CC=CC=C1SC2=CC3=C(C=C2)C(=NN3)C=CC4=CC=CC=N4. Drug 2: COC1=NC(=NC2=C1N=CN2C3C(C(C(O3)CO)O)O)N. Cell line: SNB-75. Synergy scores: CSS=0.130, Synergy_ZIP=-0.973, Synergy_Bliss=-1.95, Synergy_Loewe=-3.42, Synergy_HSA=-1.71.